Dataset: Reaction yield outcomes from USPTO patents with 853,638 reactions. Task: Predict the reaction yield, written as a fraction of the theoretical maximum amount of product (1.0 means a 100% yield; for example, 0.34 means a 34% yield). (1) The reactants are FC(F)(F)S(O[C:7]1[CH2:8][N:9]([C:12]([O:14][C:15]([CH3:18])([CH3:17])[CH3:16])=[O:13])[CH2:10][CH:11]=1)(=O)=O.N#N.C(=O)([O-])[O-].[K+].[K+].CC1(C)C(C)(C)OB([C:37]2[CH:38]=[CH:39][C:40]([NH2:43])=[N:41][CH:42]=2)O1.C(=O)(O)[O-].[Na+]. The catalyst is C1COCC1.C1C=CC([P]([Pd]([P](C2C=CC=CC=2)(C2C=CC=CC=2)C2C=CC=CC=2)([P](C2C=CC=CC=2)(C2C=CC=CC=2)C2C=CC=CC=2)[P](C2C=CC=CC=2)(C2C=CC=CC=2)C2C=CC=CC=2)(C2C=CC=CC=2)C2C=CC=CC=2)=CC=1.O. The product is [NH2:43][C:40]1[N:41]=[CH:42][C:37]([C:7]2[CH2:8][N:9]([C:12]([O:14][C:15]([CH3:18])([CH3:17])[CH3:16])=[O:13])[CH2:10][CH:11]=2)=[CH:38][CH:39]=1. The yield is 0.546. (2) The reactants are [CH:1]1(I)[CH2:6][CH2:5][CH2:4][CH2:3][CH2:2]1.[Cl-].[Li+].[Cu]C#N.[C:13]([O:17][CH3:18])(=[O:16])[C:14]#[CH:15].[I:19]I. The catalyst is O1CCCC1.[Zn].BrCCBr.C[Si](Cl)(C)C. The product is [CH3:18][O:17][C:13](=[O:16])/[C:14](/[I:19])=[CH:15]\[CH:1]1[CH2:6][CH2:5][CH2:4][CH2:3][CH2:2]1. The yield is 0.990. (3) The reactants are [CH3:1][N:2]([C@@H:10]([CH3:39])[C:11]([NH:13][C@H:14]([C:18]([N:20]1[CH2:25][CH2:24][NH:23][CH2:22][C@H:21]1[C:26]([NH:28][C@H:29]1[C:38]2[C:33](=[CH:34][CH:35]=[CH:36][CH:37]=2)[CH2:32][CH2:31][CH2:30]1)=[O:27])=[O:19])[CH:15]([CH3:17])[CH3:16])=[O:12])[C:3](=[O:9])[O:4][C:5]([CH3:8])([CH3:7])[CH3:6].CCN(C(C)C)C(C)C.[C:49]([NH:52][C:53]1[CH:61]=[CH:60][C:56]([C:57](O)=[O:58])=[CH:55][CH:54]=1)(=[O:51])[CH3:50].C1C=CC2N(O)N=NC=2C=1.CN(C(ON1N=NC2C=CC=CC1=2)=[N+](C)C)C.F[P-](F)(F)(F)(F)F. The catalyst is CN(C=O)C.CCOC(C)=O. The product is [C:49]([NH:52][C:53]1[CH:61]=[CH:60][C:56]([C:57]([N:23]2[CH2:24][CH2:25][N:20]([C:18]([C@@H:14]([NH:13][C:11](=[O:12])[C@@H:10]([N:2]([CH3:1])[C:3](=[O:9])[O:4][C:5]([CH3:7])([CH3:8])[CH3:6])[CH3:39])[CH:15]([CH3:17])[CH3:16])=[O:19])[C@H:21]([C:26]([NH:28][C@H:29]3[C:38]4[C:33](=[CH:34][CH:35]=[CH:36][CH:37]=4)[CH2:32][CH2:31][CH2:30]3)=[O:27])[CH2:22]2)=[O:58])=[CH:55][CH:54]=1)(=[O:51])[CH3:50]. The yield is 0.850. (4) The reactants are [CH3:1][C:2]1[CH:3]=[C:4]([C:19]2[S:23][C:22]([C:24]3([OH:30])[CH2:29][CH2:28][S:27][CH2:26][CH2:25]3)=[N:21][CH:20]=2)[CH:5]=[C:6]([NH:8][C:9]2[N:14]=[C:13]([C:15]([F:18])([F:17])[F:16])[CH:12]=[CH:11][N:10]=2)[CH:7]=1.C(Cl)Cl.CO.[OH2:36].[OH2:37].O.O.O.O.C(O[O-])(=O)C1C(=CC=CC=1)C([O-])=O.[Mg+2]. The catalyst is [O-]S([O-])(=S)=O.[Na+].[Na+].O. The product is [CH3:1][C:2]1[CH:3]=[C:4]([C:19]2[S:23][C:22]([C:24]3([OH:30])[CH2:25][CH2:26][S:27](=[O:37])(=[O:36])[CH2:28][CH2:29]3)=[N:21][CH:20]=2)[CH:5]=[C:6]([NH:8][C:9]2[N:14]=[C:13]([C:15]([F:18])([F:17])[F:16])[CH:12]=[CH:11][N:10]=2)[CH:7]=1. The yield is 0.670. (5) The reactants are [CH3:1][C@@H:2]1[C@H:20]([OH:21])[C@@H:19]([CH3:22])[C:17](=[O:18])[C:16]([CH3:24])([CH3:23])[C@@H:15]([OH:25])[CH2:14][C:12](=[O:13])[O:11][C@H:10](/[C:26](/[CH3:35])=[CH:27]/[C:28]2[N:32]=[C:31]([CH2:33]O)[S:30][CH:29]=2)[CH2:9][C@@H:7]2[O:8][C@:6]2([CH3:36])[CH2:5][CH2:4][CH2:3]1.C1(P([N:51]=[N+]=[N-])(C2C=CC=CC=2)=O)C=CC=CC=1.N12CCCN=C1CCCCC2.C(C([O-])=O)(F)(F)F.[NH4+].[NH4+].[OH-].CP(C)C. The catalyst is O1CCCC1.CCOC(C)=O. The product is [CH3:1][C@@H:2]1[C@H:20]([OH:21])[C@@H:19]([CH3:22])[C:17](=[O:18])[C:16]([CH3:24])([CH3:23])[C@@H:15]([OH:25])[CH2:14][C:12](=[O:13])[O:11][C@H:10](/[C:26](/[CH3:35])=[CH:27]/[C:28]2[N:32]=[C:31]([CH2:33][NH2:51])[S:30][CH:29]=2)[CH2:9][C@@H:7]2[O:8][C@:6]2([CH3:36])[CH2:5][CH2:4][CH2:3]1. The yield is 0.870. (6) The reactants are N(C(OC(C)(C)C)=O)=NC(OC(C)(C)C)=O.[Cl:17][C:18]1[C:27]2[C:22](=[CH:23][C:24]([O:29][CH3:30])=[C:25]([OH:28])[CH:26]=2)[N:21]=[CH:20][N:19]=1.[N:31]1([CH2:37][CH2:38][CH2:39]O)[CH2:36][CH2:35][O:34][CH2:33][CH2:32]1.C1(P(C2C=CC=CC=2)C2C=CC=CC=2)C=CC=CC=1. The catalyst is ClCCl. The product is [Cl:17][C:18]1[C:27]2[C:22](=[CH:23][C:24]([O:29][CH3:30])=[C:25]([O:28][CH2:39][CH2:38][CH2:37][N:31]3[CH2:36][CH2:35][O:34][CH2:33][CH2:32]3)[CH:26]=2)[N:21]=[CH:20][N:19]=1. The yield is 0.670. (7) The reactants are [CH2:1]([O:3][C:4]1[C:5]([O:19][CH2:20][C:21]2[CH:26]=[CH:25][C:24]([O:27][CH3:28])=[CH:23][CH:22]=2)=[N:6][CH:7]=[C:8](B2OC(C)(C)C(C)(C)O2)[CH:9]=1)[CH3:2].Br[C:30]1[CH:35]=[CH:34][C:33]([CH2:36][C:37]([NH:39][C:40]2[CH:45]=[CH:44][C:43]([CH2:46][C:47]([CH3:54])([CH3:53])[C:48]([O:50][CH2:51][CH3:52])=[O:49])=[C:42]([C:55]([F:58])([F:57])[F:56])[CH:41]=2)=[O:38])=[C:32]([F:59])[CH:31]=1.C([O-])([O-])=O.[Cs+].[Cs+]. The catalyst is O.O1CCOCC1.C1C=CC(P(C2C=CC=CC=2)[C-]2C=CC=C2)=CC=1.C1C=CC(P(C2C=CC=CC=2)[C-]2C=CC=C2)=CC=1.Cl[Pd]Cl.[Fe+2]. The product is [CH2:1]([O:3][C:4]1[CH:9]=[C:8]([C:30]2[CH:35]=[CH:34][C:33]([CH2:36][C:37]([NH:39][C:40]3[CH:45]=[CH:44][C:43]([CH2:46][C:47]([CH3:54])([CH3:53])[C:48]([O:50][CH2:51][CH3:52])=[O:49])=[C:42]([C:55]([F:56])([F:58])[F:57])[CH:41]=3)=[O:38])=[C:32]([F:59])[CH:31]=2)[CH:7]=[N:6][C:5]=1[O:19][CH2:20][C:21]1[CH:22]=[CH:23][C:24]([O:27][CH3:28])=[CH:25][CH:26]=1)[CH3:2]. The yield is 0.389.